This data is from NCI-60 drug combinations with 297,098 pairs across 59 cell lines. The task is: Regression. Given two drug SMILES strings and cell line genomic features, predict the synergy score measuring deviation from expected non-interaction effect. (1) Drug 1: CC12CCC3C(C1CCC2O)C(CC4=C3C=CC(=C4)O)CCCCCCCCCS(=O)CCCC(C(F)(F)F)(F)F. Drug 2: CC1=C2C(C(=O)C3(C(CC4C(C3C(C(C2(C)C)(CC1OC(=O)C(C(C5=CC=CC=C5)NC(=O)OC(C)(C)C)O)O)OC(=O)C6=CC=CC=C6)(CO4)OC(=O)C)O)C)O. Cell line: SF-539. Synergy scores: CSS=24.4, Synergy_ZIP=17.1, Synergy_Bliss=20.7, Synergy_Loewe=19.2, Synergy_HSA=21.8. (2) Drug 1: C1=CN(C(=O)N=C1N)C2C(C(C(O2)CO)O)O.Cl. Drug 2: CCN(CC)CCNC(=O)C1=C(NC(=C1C)C=C2C3=C(C=CC(=C3)F)NC2=O)C. Cell line: HL-60(TB). Synergy scores: CSS=24.6, Synergy_ZIP=-6.34, Synergy_Bliss=1.85, Synergy_Loewe=-19.9, Synergy_HSA=-8.01. (3) Drug 1: C1=CC(=CC=C1CCC2=CNC3=C2C(=O)NC(=N3)N)C(=O)NC(CCC(=O)O)C(=O)O. Drug 2: CC1C(C(CC(O1)OC2CC(CC3=C2C(=C4C(=C3O)C(=O)C5=C(C4=O)C(=CC=C5)OC)O)(C(=O)C)O)N)O.Cl. Cell line: T-47D. Synergy scores: CSS=17.5, Synergy_ZIP=-4.12, Synergy_Bliss=1.09, Synergy_Loewe=1.54, Synergy_HSA=1.75. (4) Synergy scores: CSS=40.3, Synergy_ZIP=-0.379, Synergy_Bliss=-0.932, Synergy_Loewe=-4.85, Synergy_HSA=-0.846. Drug 1: CC1=C2C(C(=O)C3(C(CC4C(C3C(C(C2(C)C)(CC1OC(=O)C(C(C5=CC=CC=C5)NC(=O)C6=CC=CC=C6)O)O)OC(=O)C7=CC=CC=C7)(CO4)OC(=O)C)O)C)OC(=O)C. Cell line: SN12C. Drug 2: CC1=C2C(C(=O)C3(C(CC4C(C3C(C(C2(C)C)(CC1OC(=O)C(C(C5=CC=CC=C5)NC(=O)OC(C)(C)C)O)O)OC(=O)C6=CC=CC=C6)(CO4)OC(=O)C)O)C)O.